This data is from Forward reaction prediction with 1.9M reactions from USPTO patents (1976-2016). The task is: Predict the product of the given reaction. (1) The product is: [O:1]=[C:2]([C@H:23]([CH3:70])[C@@H:24]([O:61][C:62]([O:64][CH2:65][C:66]([Cl:67])([Cl:68])[Cl:69])=[O:63])[C@@H:25]([CH3:60])[CH2:26]/[CH:27]=[CH:28]/[C:29](/[CH3:59])=[CH:30]\[CH2:31][C@H:32]([OH:51])/[C:33](/[CH3:50])=[CH:34]/[C:35]1[N:36]=[C:37]([CH2:40][O:41][C:42]([O:44][CH2:45][C:46]([Cl:47])([Cl:48])[Cl:49])=[O:43])[S:38][CH:39]=1)[C:3]([CH3:22])([CH3:21])[C@@H:4]([O:13][Si:14]([CH2:19][CH3:20])([CH2:15][CH3:16])[CH2:17][CH3:18])[CH2:5][C:6]([OH:8])=[O:7]. Given the reactants [O:1]=[C:2]([C@H:23]([CH3:70])[C@@H:24]([O:61][C:62]([O:64][CH2:65][C:66]([Cl:69])([Cl:68])[Cl:67])=[O:63])[C@@H:25]([CH3:60])[CH2:26]/[CH:27]=[CH:28]/[C:29](/[CH3:59])=[CH:30]\[CH2:31][C@H:32]([O:51][Si](CC)(CC)CC)/[C:33](/[CH3:50])=[CH:34]/[C:35]1[N:36]=[C:37]([CH2:40][O:41][C:42]([O:44][CH2:45][C:46]([Cl:49])([Cl:48])[Cl:47])=[O:43])[S:38][CH:39]=1)[C:3]([CH3:22])([CH3:21])[C@@H:4]([O:13][Si:14]([CH2:19][CH3:20])([CH2:17][CH3:18])[CH2:15][CH3:16])[CH2:5][C:6]([O:8]C(C)(C)C)=[O:7].N1C(C)=CC=CC=1C.FC(F)(F)S(O[Si](CC)(CC)CC)(=O)=O.Cl.P([O-])([O-])([O-])=O, predict the reaction product. (2) Given the reactants [Cl:1][C:2]1[CH:3]=[N:4][C:5]2[C:10]([CH:11]=1)=[CH:9][C:8]([C:12](OC)=[O:13])=[CH:7][CH:6]=2.O.O.O.O.O.O.O.O.O.O.S([O-])([O-])(=O)=O.[Na+].[Na+], predict the reaction product. The product is: [Cl:1][C:2]1[CH:3]=[N:4][C:5]2[C:10]([CH:11]=1)=[CH:9][C:8]([CH2:12][OH:13])=[CH:7][CH:6]=2. (3) Given the reactants [CH3:1][NH:2][NH:3][C:4]([C:6]1[CH:11]=[CH:10][CH:9]=[CH:8][N:7]=1)=[NH:5].[OH:12][C:13]1[CH:22]=[CH:21][C:20]2[C:15](=[CH:16][CH:17]=[CH:18][CH:19]=2)[C:14]=1[CH:23]=O, predict the reaction product. The product is: [CH3:1][N:2]1[C:23]([C:14]2[C:15]3[C:20](=[CH:19][CH:18]=[CH:17][CH:16]=3)[CH:21]=[CH:22][C:13]=2[OH:12])=[N:5][C:4]([C:6]2[CH:11]=[CH:10][CH:9]=[CH:8][N:7]=2)=[N:3]1. (4) Given the reactants [OH-].[K+].C([O:5][C:6](=[O:33])[CH2:7][O:8][CH2:9][C:10]1[CH:32]=[C:13]2[C:14]([C:18](=[O:31])[NH:19][CH2:20][C:21]34[CH2:30][CH:25]5[CH2:26][CH:27]([CH2:29][CH:23]([CH2:24]5)[CH2:22]3)[CH2:28]4)=[CH:15][CH:16]=[CH:17][N:12]2[N:11]=1)C, predict the reaction product. The product is: [C:21]12([CH2:20][NH:19][C:18]([C:14]3[C:13]4[N:12]([N:11]=[C:10]([CH2:9][O:8][CH2:7][C:6]([OH:33])=[O:5])[CH:32]=4)[CH:17]=[CH:16][CH:15]=3)=[O:31])[CH2:30][CH:25]3[CH2:24][CH:23]([CH2:29][CH:27]([CH2:26]3)[CH2:28]1)[CH2:22]2. (5) Given the reactants C[N:2]1[CH:7]=[C:6]([N+:8]([O-:10])=[O:9])[CH:5]=[C:4]([N+]([O-])=O)[C:3]1=O.[S:15]1[CH2:20]CC(=O)[CH2:17][CH2:16]1.N, predict the reaction product. The product is: [N+:8]([C:6]1[CH:7]=[N:2][C:3]2[CH2:17][CH2:16][S:15][CH2:20][C:4]=2[CH:5]=1)([O-:10])=[O:9]. (6) The product is: [Cl:38][C:39]1[CH:40]=[CH:41][C:42]2[N:43]([C:45](=[O:48])[N:46]([CH2:19][C:20]3[CH:25]=[CH:24][C:23]([O:50][CH3:49])=[C:22]([C@H:27]4[C@H:32]([OH:33])[C@@H:31]([OH:34])[C@H:30]([OH:35])[C@@H:29]([CH2:36][OH:37])[O:28]4)[CH:21]=3)[N:47]=2)[CH:44]=1. Given the reactants [Si](O[CH2:19][C:20]1[CH:21]=[C:22]([C@H:27]2[C@@H:32]([OH:33])[C@@H:31]([OH:34])[C@H:30]([OH:35])[CH:29]([CH2:36][OH:37])[O:28]2)[CH:23]=[CH:24][C:25]=1Cl)(C(C)(C)C)(C1C=CC=CC=1)C1C=CC=CC=1.[Cl:38][C:39]1[CH:40]=[CH:41][C:42]2[N:43]([C:45](=[O:48])[NH:46][N:47]=2)[CH:44]=1.[C:49](=O)([O-])[O-:50].[Cs+].[Cs+].C(=O)([O-])[O-].[K+].[K+], predict the reaction product.